Task: Predict the reactants needed to synthesize the given product.. Dataset: Full USPTO retrosynthesis dataset with 1.9M reactions from patents (1976-2016) (1) Given the product [CH3:19][N:20]([CH3:22])/[CH:21]=[C:9](\[C:10]1[CH:15]=[CH:14][N:13]=[CH:12][N:11]=1)/[C:8]([C:4]1[CH:5]=[CH:6][CH:7]=[C:2]([F:1])[CH:3]=1)=[O:16], predict the reactants needed to synthesize it. The reactants are: [F:1][C:2]1[CH:3]=[C:4]([C:8](=[O:16])[CH2:9][C:10]2[CH:15]=[CH:14][N:13]=[CH:12][N:11]=2)[CH:5]=[CH:6][CH:7]=1.CO[CH:19](OC)[N:20]([CH3:22])[CH3:21]. (2) Given the product [C:1]([O:5][C:6]([NH:8][C@H:9]1[CH2:14][CH2:13][CH2:12][CH2:11][C@H:10]1[C:15]([OH:17])=[O:16])=[O:7])([CH3:4])([CH3:2])[CH3:3], predict the reactants needed to synthesize it. The reactants are: [C:1]([O:5][C:6]([NH:8][C@H:9]1[CH2:14][CH2:13][CH2:12][CH2:11][C@H:10]1[C:15]([O:17]CC)=[O:16])=[O:7])([CH3:4])([CH3:3])[CH3:2].O.[OH-].[Li+]. (3) The reactants are: [C:1]([O:5][C:6]([N:8]1[CH2:13][CH2:12][CH:11]([C:14]2[O:23][C:17]3=[CH:18][N:19]=[C:20](Cl)[CH:21]=[C:16]3[CH:15]=2)[CH2:10][CH2:9]1)=[O:7])([CH3:4])([CH3:3])[CH3:2].[N:24]1[CH:29]=[CH:28][C:27](B(O)O)=[CH:26][CH:25]=1. Given the product [C:1]([O:5][C:6]([N:8]1[CH2:13][CH2:12][CH:11]([C:14]2[O:23][C:17]3=[CH:18][N:19]=[C:20]([C:27]4[CH:28]=[CH:29][N:24]=[CH:25][CH:26]=4)[CH:21]=[C:16]3[CH:15]=2)[CH2:10][CH2:9]1)=[O:7])([CH3:4])([CH3:3])[CH3:2], predict the reactants needed to synthesize it. (4) Given the product [CH2:34]([N:36]1[CH2:41][CH2:40][CH:39]([NH:42][CH2:2]/[C:3](/[CH2:15][O:16][C:17]2[C:26]3[C:21](=[CH:22][CH:23]=[CH:24][CH:25]=3)[CH:20]=[CH:19][CH:18]=2)=[CH:4]/[C:5]2[CH:14]=[CH:13][C:8]([C:9]([O:11][CH3:12])=[O:10])=[CH:7][CH:6]=2)[CH2:38][CH2:37]1)[CH3:35], predict the reactants needed to synthesize it. The reactants are: Br[CH2:2][C:3]([CH2:15][O:16][C:17]1[C:26]2[C:21](=[CH:22][CH:23]=[CH:24][CH:25]=2)[CH:20]=[CH:19][CH:18]=1)=[CH:4][C:5]1[CH:14]=[CH:13][C:8]([C:9]([O:11][CH3:12])=[O:10])=[CH:7][CH:6]=1.C(N(CC)CC)C.[CH2:34]([N:36]1[CH2:41][CH2:40][CH:39]([NH2:42])[CH2:38][CH2:37]1)[CH3:35]. (5) Given the product [CH3:19][N:20]([CH3:22])[CH:21]=[C:9]([C:10]1[CH:11]=[CH:12][CH:13]=[CH:14][CH:15]=1)[C:8]([C:5]1[CH:4]=[CH:3][C:2]([CH3:1])=[CH:7][CH:6]=1)=[O:16], predict the reactants needed to synthesize it. The reactants are: [CH3:1][C:2]1[CH:7]=[CH:6][C:5]([C:8](=[O:16])[CH2:9][C:10]2[CH:15]=[CH:14][CH:13]=[CH:12][CH:11]=2)=[CH:4][CH:3]=1.CO[CH:19](OC)[N:20]([CH3:22])[CH3:21]. (6) Given the product [C:1]([O:5][C:6]([N:8]1[C:16]2[C:11](=[CH:12][C:13]([CH3:20])=[C:14]([N+:17]([O-:19])=[O:18])[CH:15]=2)[C:10]([C:22]2[CH:27]=[CH:26][CH:25]=[CH:24][CH:23]=2)=[N:9]1)=[O:7])([CH3:4])([CH3:3])[CH3:2], predict the reactants needed to synthesize it. The reactants are: [C:1]([O:5][C:6]([N:8]1[C:16]2[C:11](=[CH:12][C:13]([CH3:20])=[C:14]([N+:17]([O-:19])=[O:18])[CH:15]=2)[C:10](I)=[N:9]1)=[O:7])([CH3:4])([CH3:3])[CH3:2].[C:22]1(B(O)O)[CH:27]=[CH:26][CH:25]=[CH:24][CH:23]=1.O.ClCCl. (7) Given the product [F:1][C:2]1[CH:7]=[C:6]([CH2:8][N:9]2[C@@H:14]([CH3:15])[CH2:13][CH2:12][C@H:11]([C:16]3[CH:21]=[CH:20][CH:19]=[CH:18][CH:17]=3)[S:10]2(=[O:22])=[O:23])[C:5]([F:24])=[CH:4][C:3]=1[CH:25]([CH2:36][CH:37]1[CH2:40][O:39][CH2:38]1)[C:26]([O:28][C:29]([CH3:31])([CH3:30])[CH3:32])=[O:27], predict the reactants needed to synthesize it. The reactants are: [F:1][C:2]1[CH:7]=[C:6]([CH2:8][N:9]2[C@@H:14]([CH3:15])[CH2:13][CH2:12][C@H:11]([C:16]3[CH:21]=[CH:20][CH:19]=[CH:18][CH:17]=3)[S:10]2(=[O:23])=[O:22])[C:5]([F:24])=[CH:4][C:3]=1[CH2:25][C:26]([O:28][C:29]([CH3:32])([CH3:31])[CH3:30])=[O:27].[H-].[Na+].Br[CH2:36][CH:37]1[CH2:40][O:39][CH2:38]1.[NH4+].[Cl-]. (8) Given the product [Cl:1][C:2]1[CH:3]=[CH:4][C:5]([CH:8]2[C:9]3[CH:10]=[N:11][N:12]([CH:17]([CH3:18])[CH3:19])[C:13]=3[C:14](=[O:16])[N:20]2[C:21]2[CH:26]=[C:25]([CH3:27])[C:24](=[O:28])[N:23]([CH3:29])[CH:22]=2)=[CH:6][CH:7]=1, predict the reactants needed to synthesize it. The reactants are: [Cl:1][C:2]1[CH:7]=[CH:6][C:5]([CH:8]([NH:20][C:21]2[CH:26]=[C:25]([CH3:27])[C:24](=[O:28])[N:23]([CH3:29])[CH:22]=2)[C:9]2[CH:10]=[N:11][N:12]([CH:17]([CH3:19])[CH3:18])[C:13]=2[C:14]([OH:16])=O)=[CH:4][CH:3]=1. (9) Given the product [CH3:1][O:16][C:15](=[O:17])[C:14]1[CH:18]=[C:19]([N+:35]([O-:37])=[O:36])[C:20]([N:22]2[CH2:27][CH2:26][N:25]([C:28]3[CH:33]=[CH:32][CH:31]=[CH:30][C:29]=3[CH3:34])[CH2:24][CH2:23]2)=[CH:21][C:13]=1[Cl:12], predict the reactants needed to synthesize it. The reactants are: [C:1](=O)([O-])[O-].[K+].[K+].CN(C)C=O.[Cl:12][C:13]1[CH:21]=[C:20]([N:22]2[CH2:27][CH2:26][N:25]([C:28]3[CH:33]=[CH:32][CH:31]=[CH:30][C:29]=3[CH3:34])[CH2:24][CH2:23]2)[C:19]([N+:35]([O-:37])=[O:36])=[CH:18][C:14]=1[C:15]([OH:17])=[O:16].IC. (10) Given the product [CH3:20][O:21][C:22]([C:23]1[CH:24]=[C:25]([OH:27])[C:34]2[C:29](=[C:30]([O:37][CH2:38][C:39]3[CH:44]=[CH:43][CH:42]=[CH:41][CH:40]=3)[CH:31]=[CH:32][C:33]=2[CH2:35][OH:36])[N:28]=1)=[O:45], predict the reactants needed to synthesize it. The reactants are: BrC1C=CC(NC(=CC([O-])=O)C(OC)=O)=C(OC)C=1.[CH3:20][O:21][C:22](=[O:45])[C:23]([NH:28][C:29]1[CH:34]=[C:33]([CH2:35][OH:36])[CH:32]=[CH:31][C:30]=1[O:37][CH2:38][C:39]1[CH:44]=[CH:43][CH:42]=[CH:41][CH:40]=1)=[CH:24][C:25]([O-:27])=O.